Task: Predict the reactants needed to synthesize the given product.. Dataset: Full USPTO retrosynthesis dataset with 1.9M reactions from patents (1976-2016) (1) Given the product [OH:13][C:9]1([C:15]2[CH:16]=[CH:17][CH:18]=[CH:19][C:14]=2[OH:20])[C:10](=[O:11])[C:4]2[C:5](=[CH:6][CH:1]=[CH:2][CH:3]=2)[C:7]1=[O:8], predict the reactants needed to synthesize it. The reactants are: [CH:1]1[CH:6]=[C:5]2[C:7]([C:9]([OH:13])(O)[C:10](=[O:11])[C:4]2=[CH:3][CH:2]=1)=[O:8].[C:14]1([OH:20])[CH:19]=[CH:18][CH:17]=[CH:16][CH:15]=1. (2) Given the product [Cl:18][C:16]1[CH:15]=[C:14]2[C:13](=[C:12]([Cl:11])[CH:17]=1)[NH:19][C:2]1[C:1](=[O:9])[CH2:7][CH2:6][CH2:5][CH2:4][C:3]2=1, predict the reactants needed to synthesize it. The reactants are: [C:1]1(=[O:9])[CH2:7][CH2:6][CH2:5][CH2:4][CH2:3][C:2]1=O.Cl.[Cl:11][C:12]1[CH:17]=[C:16]([Cl:18])[CH:15]=[CH:14][C:13]=1[NH:19]N. (3) Given the product [OH:22][CH2:21][C@H:20]([NH:19][C:17](=[O:18])[O:16][C:12]([CH3:13])([CH3:15])[CH3:14])[C:25]1[CH:26]=[CH:27][C:28]([O:31][CH2:32][C@@H:33]([CH3:36])[CH2:34][CH3:35])=[CH:29][CH:30]=1, predict the reactants needed to synthesize it. The reactants are: [H-].[Al+3].[Li+].[H-].[H-].[H-].O1CCCC1.[C:12]([O:16][C:17]([NH:19][C@H:20]([C:25]1[CH:30]=[CH:29][C:28]([O:31][CH2:32][C@@H:33]([CH3:36])[CH2:34][CH3:35])=[CH:27][CH:26]=1)[C:21](OC)=[O:22])=[O:18])([CH3:15])([CH3:14])[CH3:13].[OH-].[K+].